Dataset: Full USPTO retrosynthesis dataset with 1.9M reactions from patents (1976-2016). Task: Predict the reactants needed to synthesize the given product. (1) Given the product [CH3:22][O:21][C:19]([C:7]1[N:8]([CH3:10])[CH:9]=[C:5]([C:1]([CH3:4])([CH3:3])[CH3:2])[N:6]=1)=[O:20], predict the reactants needed to synthesize it. The reactants are: [C:1]([C:5]1[N:6]=[CH:7][N:8]([CH3:10])[CH:9]=1)([CH3:4])([CH3:3])[CH3:2].C(N(CC)CC)C.Cl[C:19]([O:21][CH3:22])=[O:20].CCOC(C)=O. (2) Given the product [C:30]([C:15]1[N:16]=[C:17]([CH2:19][C:20]2[O:24][C:23]([C:25]([O:27][CH2:28][CH3:29])=[O:26])=[CH:22][CH:21]=2)[NH:18][C:14]=1[NH:13][C:8](=[O:9])[C:7]1[CH:11]=[CH:12][C:4]([CH2:1][CH2:2][CH3:3])=[CH:5][CH:6]=1)(=[O:32])[NH2:31], predict the reactants needed to synthesize it. The reactants are: [CH2:1]([C:4]1[CH:12]=[CH:11][C:7]([C:8](Cl)=[O:9])=[CH:6][CH:5]=1)[CH2:2][CH3:3].[NH2:13][C:14]1[NH:18][C:17]([CH2:19][C:20]2[O:24][C:23]([C:25]([O:27][CH2:28][CH3:29])=[O:26])=[CH:22][CH:21]=2)=[N:16][C:15]=1[C:30](=[O:32])[NH2:31].C(=O)([O-])O.[Na+].O. (3) The reactants are: [Cl:1][C:2]1[C:10]2[NH:9][N:8]=[CH:7][C:6]=2[C:5]2[CH2:11][N:12]([CH2:28][C:29]([F:32])([F:31])[F:30])[C:13](=[O:27])[C@H:14]([NH:16]C(=O)OCC3C=CC=CC=3)[CH2:15][C:4]=2[CH:3]=1.C1(OC)C=CC=CC=1.CS(O)(=O)=O.C(OCC)C. Given the product [NH2:16][C@H:14]1[C:13](=[O:27])[N:12]([CH2:28][C:29]([F:30])([F:32])[F:31])[CH2:11][C:5]2[C:6]3[CH:7]=[N:8][NH:9][C:10]=3[C:2]([Cl:1])=[CH:3][C:4]=2[CH2:15]1, predict the reactants needed to synthesize it. (4) Given the product [O:24]=[C:25]1[C:33]2[C:28](=[CH:29][CH:30]=[CH:31][CH:32]=2)[C:27](=[O:34])[N:26]1[C@H:35]([CH:39]([CH3:41])[CH3:40])[C:36]([O:38][CH2:2][CH2:3][O:4][CH2:5][N:6]1[C:10]([C:11]([O:13][CH2:14][C:15]2[CH:20]=[CH:19][CH:18]=[CH:17][CH:16]=2)=[O:12])=[CH:9][C:8]2[O:21][CH:22]=[CH:23][C:7]1=2)=[O:37], predict the reactants needed to synthesize it. The reactants are: Cl[CH2:2][CH2:3][O:4][CH2:5][N:6]1[C:10]([C:11]([O:13][CH2:14][C:15]2[CH:20]=[CH:19][CH:18]=[CH:17][CH:16]=2)=[O:12])=[CH:9][C:8]2[O:21][CH:22]=[CH:23][C:7]1=2.[O:24]=[C:25]1[C:33]2[C:28](=[CH:29][CH:30]=[CH:31][CH:32]=2)[C:27](=[O:34])[N:26]1[C@H:35]([CH:39]([CH3:41])[CH3:40])[C:36]([OH:38])=[O:37]. (5) Given the product [CH3:11][N:12]1[CH2:17][CH2:16][N:15]([C:2]2[CH:7]=[CH:6][CH:5]=[CH:4][C:3]=2[N+:8]([O-:10])=[O:9])[CH2:14][CH2:13]1, predict the reactants needed to synthesize it. The reactants are: F[C:2]1[CH:7]=[CH:6][CH:5]=[CH:4][C:3]=1[N+:8]([O-:10])=[O:9].[CH3:11][N:12]1[CH2:17][CH2:16][NH:15][CH2:14][CH2:13]1.C1COCC1. (6) Given the product [C:1]([O:5][C:6]([N:8]1[CH2:12][CH2:11][C@:10]([CH3:38])([NH:13][C:14]2[CH:15]=[C:16]3[C:25](=[CH:26][CH:27]=2)[O:24][CH2:23][C:22]2[N:17]3[CH:18]([CH3:37])[C:19](=[O:36])[NH:20][N:21]=2)[CH2:9]1)=[O:7])([CH3:4])([CH3:2])[CH3:3], predict the reactants needed to synthesize it. The reactants are: [C:1]([O:5][C:6]([N:8]1[CH2:12][CH2:11][C@:10]([CH3:38])([NH:13][C:14]2[CH:15]=[C:16]3[C:25](=[CH:26][CH:27]=2)[O:24][CH2:23][C:22]2[N:17]3[CH:18]([CH3:37])[C:19](=[O:36])[N:20](COCC[Si](C)(C)C)[N:21]=2)[CH2:9]1)=[O:7])([CH3:4])([CH3:3])[CH3:2].CCCC[N+](CCCC)(CCCC)CCCC.[F-]. (7) Given the product [CH2:29]([O:28][C:24](=[O:27])[CH:25]=[CH:26][C:2]1[CH:7]=[CH:6][C:5]([C:8](=[C:16]2[CH2:22][CH2:21][CH2:20][CH2:19][CH2:18][CH2:17]2)[C:9]2[CH:14]=[CH:13][C:12]([OH:15])=[CH:11][CH:10]=2)=[C:4]([F:23])[CH:3]=1)[CH3:30], predict the reactants needed to synthesize it. The reactants are: Br[C:2]1[CH:7]=[CH:6][C:5]([C:8](=[C:16]2[CH2:22][CH2:21][CH2:20][CH2:19][CH2:18][CH2:17]2)[C:9]2[CH:14]=[CH:13][C:12]([OH:15])=[CH:11][CH:10]=2)=[C:4]([F:23])[CH:3]=1.[C:24]([O:28][CH2:29][CH3:30])(=[O:27])[CH:25]=[CH2:26].CCN(CC)CC. (8) Given the product [ClH:13].[CH2:1]([C:5]1[C:10]([CH2:11][Cl:22])=[C:9]([Cl:13])[N:8]=[N:7][C:6]=1[C:14]1[CH:19]=[CH:18][CH:17]=[CH:16][CH:15]=1)[CH2:2][CH2:3][CH3:4], predict the reactants needed to synthesize it. The reactants are: [CH2:1]([C:5]1[C:10]([CH2:11]O)=[C:9]([Cl:13])[N:8]=[N:7][C:6]=1[C:14]1[CH:19]=[CH:18][CH:17]=[CH:16][CH:15]=1)[CH2:2][CH2:3][CH3:4].O=S(Cl)[Cl:22]. (9) Given the product [ClH:1].[CH2:38]([N:17]([CH2:18][CH:19]=[CH2:20])[CH2:16][CH2:15][NH:14][C:12]([N:10]1[CH2:9][CH2:8][N:7]2[C:3](=[O:2])[O:4][C:5]([C:21]3[CH:22]=[CH:23][CH:24]=[CH:25][CH:26]=3)([C:27]3[CH:32]=[CH:31][CH:30]=[CH:29][CH:28]=3)[CH:6]2[CH2:11]1)=[O:13])[CH3:39], predict the reactants needed to synthesize it. The reactants are: [ClH:1].[O:2]=[C:3]1[N:7]2[CH2:8][CH2:9][N:10]([C:12]([NH:14][CH2:15][CH2:16][NH:17][CH2:18][CH:19]=[CH2:20])=[O:13])[CH2:11][CH:6]2[C:5]([C:27]2[CH:32]=[CH:31][CH:30]=[CH:29][CH:28]=2)([C:21]2[CH:26]=[CH:25][CH:24]=[CH:23][CH:22]=2)[O:4]1.C(=O)([O-])O.[Na+].[CH:38](=O)[CH3:39].C(O[BH-](OC(=O)C)OC(=O)C)(=O)C.[Na+]. (10) Given the product [CH3:1][O:2][C:3]1[CH:8]=[CH:7][N:6]=[C:5]2[NH:9][CH:10]=[C:11]([CH:12]([C:17]3[CH:22]=[CH:21][CH:20]=[CH:19][CH:18]=3)[CH2:13][C:14]([NH:26][CH3:25])=[O:16])[C:4]=12, predict the reactants needed to synthesize it. The reactants are: [CH3:1][O:2][C:3]1[CH:8]=[CH:7][N:6]=[C:5]2[NH:9][CH:10]=[C:11]([CH:12]([C:17]3[CH:22]=[CH:21][CH:20]=[CH:19][CH:18]=3)[CH2:13][C:14]([OH:16])=O)[C:4]=12.C1C[N:26]([P+](ON2N=NC3C=CC=CC2=3)(N2CCCC2)N2CCCC2)[CH2:25]C1.F[P-](F)(F)(F)(F)F.CN.